Task: Predict the reactants needed to synthesize the given product.. Dataset: Full USPTO retrosynthesis dataset with 1.9M reactions from patents (1976-2016) (1) Given the product [CH3:1][O:2][C:3]1[CH:4]=[C:5]([C:9]2[C:14]([CH2:15][C:16]([O:18][CH3:19])=[O:17])=[CH:13][CH:12]=[CH:11][N+:10]=2[O-:28])[CH:6]=[CH:7][CH:8]=1, predict the reactants needed to synthesize it. The reactants are: [CH3:1][O:2][C:3]1[CH:4]=[C:5]([C:9]2[C:14]([CH2:15][C:16]([O:18][CH3:19])=[O:17])=[CH:13][CH:12]=[CH:11][N:10]=2)[CH:6]=[CH:7][CH:8]=1.C1C=C(Cl)C=C(C(OO)=[O:28])C=1. (2) Given the product [CH3:11][O:10][C:7]1[N:6]=[C:5]2[NH:1][CH:2]=[CH:3][C:4]2=[CH:9][CH:8]=1, predict the reactants needed to synthesize it. The reactants are: [NH:1]1[C:5]2=[N:6][C:7]([OH:10])=[CH:8][CH:9]=[C:4]2[CH:3]=[CH:2]1.[C:11]([O-])([O-])=O.[K+].[K+].CI. (3) Given the product [CH3:14][N:15]1[C:16]([C:17]2[CH:22]=[CH:21][C:20]([NH:23][C:24](=[O:26])[CH3:25])=[CH:19][CH:18]=2)=[CH:12][N:11]=[CH:10]1, predict the reactants needed to synthesize it. The reactants are: C1(C)C=CC(S([CH2:10][N+:11]#[C-:12])(=O)=O)=CC=1.[CH3:14][N:15]=[CH:16][C:17]1[CH:22]=[CH:21][C:20]([NH:23][C:24](=[O:26])[CH3:25])=[CH:19][CH:18]=1.C(=O)([O-])[O-].[K+].[K+]. (4) The reactants are: [NH2:1][C@H:2]1[CH2:6][CH2:5][N:4]([C@H:7]2[CH2:12][CH2:11][C@H:10]([O:13][C:14]3[CH:19]=[C:18]([N:20]4[C:24]5[CH:25]=[CH:26][CH:27]=[CH:28][C:23]=5[N:22]=[C:21]4[CH:29]([F:31])[F:30])[N:17]=[C:16]([N:32]4[CH2:37][CH2:36][O:35][CH2:34][CH2:33]4)[N:15]=3)[CH2:9][CH2:8]2)[C:3]1=[O:38].C(N(CC)CC)C.[CH3:46][O:47][C:48](Cl)=[O:49].C(=O)(O)[O-].[Na+]. Given the product [CH3:46][O:47][C:48](=[O:49])[NH:1][C@H:2]1[CH2:6][CH2:5][N:4]([C@H:7]2[CH2:12][CH2:11][C@H:10]([O:13][C:14]3[CH:19]=[C:18]([N:20]4[C:24]5[CH:25]=[CH:26][CH:27]=[CH:28][C:23]=5[N:22]=[C:21]4[CH:29]([F:31])[F:30])[N:17]=[C:16]([N:32]4[CH2:33][CH2:34][O:35][CH2:36][CH2:37]4)[N:15]=3)[CH2:9][CH2:8]2)[C:3]1=[O:38], predict the reactants needed to synthesize it. (5) Given the product [C:1]([C:5]1[N:10]=[C:9]([C:11]2[C:16]([CH3:17])=[CH:15][C:14]([CH3:18])=[CH:13][C:12]=2[CH3:19])[C:25]([C:26]([OH:22])=[O:27])=[CH:7][CH:6]=1)([CH3:4])([CH3:3])[CH3:2], predict the reactants needed to synthesize it. The reactants are: [C:1]([C:5]1[N:10]=[C:9]([C:11]2[C:16]([CH3:17])=[CH:15][C:14]([CH3:18])=[CH:13][C:12]=2[CH3:19])C(C#N)=[CH:7][CH:6]=1)([CH3:4])([CH3:3])[CH3:2].[OH-:22].[K+].Cl.[CH3:25][CH2:26][OH:27]. (6) Given the product [C:6]([C:5]([C:14]1[CH:19]=[CH:18][CH:17]=[C:16]([O:20][CH3:21])[CH:15]=1)([C:8]1[CH:13]=[CH:12][CH:11]=[CH:10][CH:9]=1)[CH2:4][CH:3]([N:2]([CH3:1])[C:25](=[O:26])[O:27][CH2:28][C:29]([Cl:32])([Cl:31])[Cl:30])[CH3:22])#[N:7], predict the reactants needed to synthesize it. The reactants are: [CH3:1][N:2](C)[CH:3]([CH3:22])[CH2:4][C:5]([C:14]1[CH:19]=[CH:18][CH:17]=[C:16]([O:20][CH3:21])[CH:15]=1)([C:8]1[CH:13]=[CH:12][CH:11]=[CH:10][CH:9]=1)[C:6]#[N:7].Cl[C:25]([O:27][CH2:28][C:29]([Cl:32])([Cl:31])[Cl:30])=[O:26]. (7) Given the product [ClH:28].[CH:2]1([C:5]([CH:7]([N:15]2[CH2:20][CH2:19][CH:18]3[S:21][C:22](=[O:24])[CH:23]=[C:17]3[CH2:16]2)[C:8]2[CH:13]=[CH:12][CH:11]=[CH:10][C:9]=2[F:14])=[O:6])[CH2:3][CH2:4]1, predict the reactants needed to synthesize it. The reactants are: Br.[CH:2]1([C:5]([CH:7]([N:15]2[CH2:20][CH2:19][CH:18]3[S:21][C:22](=[O:24])[CH:23]=[C:17]3[CH2:16]2)[C:8]2[CH:13]=[CH:12][CH:11]=[CH:10][C:9]=2[F:14])=[O:6])[CH2:4][CH2:3]1.O.N.C(Cl)[Cl:28].